From a dataset of Full USPTO retrosynthesis dataset with 1.9M reactions from patents (1976-2016). Predict the reactants needed to synthesize the given product. (1) The reactants are: [C:1]1([C:35]2C=C[CH:38]=[CH:37][CH:36]=2)[CH:6]=[CH:5][C:4]([S:7]([NH:10][C:11]([NH:13][CH2:14][CH2:15][C:16]2[CH:21]=[CH:20][C:19]([N:22]3[C:26]4=[N:27][C:28]([CH3:32])=[CH:29][C:30]([CH3:31])=[C:25]4[N:24]=[C:23]3[CH2:33][CH3:34])=[CH:18][CH:17]=2)=[O:12])(=[O:9])=[O:8])=[CH:3][CH:2]=1.C1C2C(=CC=CC=2)C=CC=1S(N)(=O)=O. Given the product [CH2:33]([C:23]1[N:22]([C:19]2[CH:18]=[CH:17][C:16]([CH2:15][CH2:14][NH:13][C:11]([NH:10][S:7]([C:4]3[CH:5]=[CH:6][C:1]4[C:2](=[CH:38][CH:37]=[CH:36][CH:35]=4)[CH:3]=3)(=[O:8])=[O:9])=[O:12])=[CH:21][CH:20]=2)[C:26]2=[N:27][C:28]([CH3:32])=[CH:29][C:30]([CH3:31])=[C:25]2[N:24]=1)[CH3:34], predict the reactants needed to synthesize it. (2) Given the product [C:2]([C:6]1[N:11]=[CH:10][C:9]([C:12]2[N:13]([C:33]([N:35]3[CH2:36][CH2:37][N:38]([CH2:41][C:42]([NH:55][C:54]4[C:49]([CH3:48])=[N:50][C:51]([CH3:56])=[CH:52][CH:53]=4)=[O:44])[CH2:39][CH2:40]3)=[O:34])[C@@:14]([C:26]3[CH:31]=[CH:30][C:29]([Cl:32])=[CH:28][CH:27]=3)([CH3:25])[C@@:15]([C:18]3[CH:23]=[CH:22][C:21]([Cl:24])=[CH:20][CH:19]=3)([CH3:17])[N:16]=2)=[C:8]([O:45][CH2:46][CH3:47])[CH:7]=1)([CH3:3])([CH3:5])[CH3:4], predict the reactants needed to synthesize it. The reactants are: Cl.[C:2]([C:6]1[N:11]=[CH:10][C:9]([C:12]2[N:13]([C:33]([N:35]3[CH2:40][CH2:39][N:38]([CH2:41][C:42]([OH:44])=O)[CH2:37][CH2:36]3)=[O:34])[C@@:14]([C:26]3[CH:31]=[CH:30][C:29]([Cl:32])=[CH:28][CH:27]=3)([CH3:25])[C@@:15]([C:18]3[CH:23]=[CH:22][C:21]([Cl:24])=[CH:20][CH:19]=3)([CH3:17])[N:16]=2)=[C:8]([O:45][CH2:46][CH3:47])[CH:7]=1)([CH3:5])([CH3:4])[CH3:3].[CH3:48][C:49]1[C:54]([NH2:55])=[CH:53][CH:52]=[C:51]([CH3:56])[N:50]=1. (3) Given the product [CH2:21]([C:2]1[CH:3]=[C:4]([C:12]2[C:13]([O:18][CH3:19])=[N:14][CH:15]=[CH:16][CH:17]=2)[CH:5]=[C:6]([C:8]([CH3:11])([CH3:10])[CH3:9])[CH:7]=1)[C:22]1[CH:27]=[CH:26][CH:25]=[CH:24][CH:23]=1, predict the reactants needed to synthesize it. The reactants are: Br[C:2]1[CH:3]=[C:4]([C:12]2[C:13]([O:18][CH3:19])=[N:14][CH:15]=[CH:16][CH:17]=2)[CH:5]=[C:6]([C:8]([CH3:11])([CH3:10])[CH3:9])[CH:7]=1.[Br-].[CH2:21]([Zn+])[C:22]1[CH:27]=[CH:26][CH:25]=[CH:24][CH:23]=1. (4) Given the product [CH3:1][O:2][CH2:3][C@@H:4]1[C@@H:6]([CH:7]=[O:8])[C@@:5]1([CH3:21])[C:9]1[CH:10]=[C:11]([CH:18]([CH3:19])[CH3:20])[CH:12]=[C:13]([CH:15]([CH3:17])[CH3:16])[CH:14]=1, predict the reactants needed to synthesize it. The reactants are: [CH3:1][O:2][CH2:3][C@@H:4]1[C@H:6]([CH:7]=[O:8])[C@:5]1([CH3:21])[C:9]1[CH:14]=[C:13]([CH:15]([CH3:17])[CH3:16])[CH:12]=[C:11]([CH:18]([CH3:20])[CH3:19])[CH:10]=1.CC12C(C)(C)C(C(OC[C@@H]3[C@@H](COC)[C@]3(C)C3C=C(C(C)C)C=C(C(C)C)C=3)=O)(CC1)OC2=O. (5) Given the product [NH2:15][C:16]1[CH:21]=[CH:20][C:19]([O:22][C:2]2[C:3]3[N:10]([CH2:11][C:12]([NH2:14])=[O:13])[CH:9]=[CH:8][C:4]=3[N:5]=[CH:6][N:7]=2)=[CH:18][C:17]=1[Cl:23], predict the reactants needed to synthesize it. The reactants are: Cl[C:2]1[C:3]2[N:10]([CH2:11][C:12]([NH2:14])=[O:13])[CH:9]=[CH:8][C:4]=2[N:5]=[CH:6][N:7]=1.[NH2:15][C:16]1[CH:21]=[CH:20][C:19]([OH:22])=[CH:18][C:17]=1[Cl:23].C(=O)([O-])[O-].[K+].[K+].CN1CCCC1=O. (6) Given the product [NH2:3][CH2:2][CH2:1][NH:4][C:9](=[O:10])[C@H:11]([OH:12])[C:6]([CH3:13])([CH3:5])[CH2:7][OH:8], predict the reactants needed to synthesize it. The reactants are: [CH2:1]([NH2:4])[CH2:2][NH2:3].[CH3:5][C:6]1([CH3:13])[C@@H:11]([OH:12])[C:9](=[O:10])[O:8][CH2:7]1.